This data is from Forward reaction prediction with 1.9M reactions from USPTO patents (1976-2016). The task is: Predict the product of the given reaction. (1) Given the reactants Cl.[NH:2]([C:4]1[CH:9]=[C:8]([C:10]#[N:11])[CH:7]=[CH:6][N:5]=1)[NH2:3].[F:12][C:13]1[CH:18]=[C:17]([F:19])[CH:16]=[CH:15][C:14]=1[C:20](=O)/[CH:21]=[CH:22]/N(C)C, predict the reaction product. The product is: [F:12][C:13]1[CH:18]=[C:17]([F:19])[CH:16]=[CH:15][C:14]=1[C:20]1[N:2]([C:4]2[CH:9]=[C:8]([C:10]#[N:11])[CH:7]=[CH:6][N:5]=2)[N:3]=[CH:22][CH:21]=1. (2) Given the reactants [Br:1][C:2]1[S:6][C:5]([C:7]([NH:9][C:10]2[C:15]([Cl:16])=[CH:14][CH:13]=[CH:12][C:11]=2[Cl:17])=[NH:8])=[CH:4][CH:3]=1.C(=O)(O)[O-].[Na+].Br[CH2:24][C:25](=O)[C:26]([O:28][CH2:29][CH3:30])=[O:27], predict the reaction product. The product is: [CH2:29]([O:28][C:26]([C:25]1[N:8]=[C:7]([C:5]2[S:6][C:2]([Br:1])=[CH:3][CH:4]=2)[N:9]([C:10]2[C:11]([Cl:17])=[CH:12][CH:13]=[CH:14][C:15]=2[Cl:16])[CH:24]=1)=[O:27])[CH3:30]. (3) Given the reactants [Si]([O:8][CH2:9][C@@H:10]([N:28]([CH3:41])[C:29]([NH:31][CH2:32][C:33]1[CH:38]=[CH:37][CH:36]=[C:35]([F:39])[C:34]=1[Cl:40])=[O:30])[CH2:11][CH2:12][C:13]([N:15]1[CH2:20][CH2:19][N:18]([C:21]([O:23][C:24]([CH3:27])([CH3:26])[CH3:25])=[O:22])[CH2:17][CH2:16]1)=[O:14])(C(C)(C)C)(C)C.Cl.C([O-])(O)=O.[Na+], predict the reaction product. The product is: [Cl:40][C:34]1[C:35]([F:39])=[CH:36][CH:37]=[CH:38][C:33]=1[CH2:32][NH:31][C:29](=[O:30])[N:28]([C@H:10]([CH2:9][OH:8])[CH2:11][CH2:12][C:13]([N:15]1[CH2:20][CH2:19][N:18]([C:21]([O:23][C:24]([CH3:25])([CH3:26])[CH3:27])=[O:22])[CH2:17][CH2:16]1)=[O:14])[CH3:41].